From a dataset of Catalyst prediction with 721,799 reactions and 888 catalyst types from USPTO. Predict which catalyst facilitates the given reaction. (1) Reactant: [CH3:1][CH:2]1[CH2:6][CH2:5][CH2:4][N:3]1[CH2:7][CH2:8][CH2:9][O:10][C:11]1[CH:16]=[CH:15][C:14]([C:17]2[S:18][C:19]3[CH2:20][NH:21][CH2:22][CH2:23][C:24]=3[N:25]=2)=[CH:13][CH:12]=1.[S:26]1[CH:30]=[CH:29][CH:28]=[C:27]1[CH2:31][CH2:32][N:33]=[C:34]=[O:35].O. Product: [CH3:1][CH:2]1[CH2:6][CH2:5][CH2:4][N:3]1[CH2:7][CH2:8][CH2:9][O:10][C:11]1[CH:12]=[CH:13][C:14]([C:17]2[S:18][C:19]3[CH2:20][N:21]([C:34]([NH:33][CH2:32][CH2:31][C:27]4[S:26][CH:30]=[CH:29][CH:28]=4)=[O:35])[CH2:22][CH2:23][C:24]=3[N:25]=2)=[CH:15][CH:16]=1. The catalyst class is: 4. (2) Reactant: C([O:3][C:4](=O)[CH:5](O)[CH:6]([C:13]1[CH:18]=[CH:17][C:16]([O:19][CH2:20][C:21]2[CH:26]=[CH:25][CH:24]=[CH:23][CH:22]=2)=[CH:15][CH:14]=1)[C:7](=O)[CH2:8][CH2:9][CH2:10][CH3:11])C.O.[NH2:30][NH2:31]. Product: [CH2:20]([O:19][C:16]1[CH:17]=[CH:18][C:13]([C:6]2[C:7]([CH2:8][CH2:9][CH2:10][CH3:11])=[N:31][NH:30][C:4](=[O:3])[CH:5]=2)=[CH:14][CH:15]=1)[C:21]1[CH:26]=[CH:25][CH:24]=[CH:23][CH:22]=1. The catalyst class is: 15. (3) Reactant: [CH2:1]([N:8]1[CH:13]2[CH2:14][CH2:15][CH:9]1[CH2:10][C:11](=[C:16]1[C:29]3[CH:28]=[CH:27][CH:26]=[C:25]([NH2:30])[C:24]=3[O:23][C:22]3[C:17]1=[CH:18][CH:19]=[CH:20][CH:21]=3)[CH2:12]2)[C:2]1[CH:7]=[CH:6][CH:5]=[CH:4][CH:3]=1.[S-:31][C:32]#[N:33].[K+].BrBr.[OH-].[Na+]. Product: [CH2:1]([N:8]1[CH:13]2[CH2:14][CH2:15][CH:9]1[CH2:10][C:11](=[C:16]1[C:17]3[C:22](=[CH:21][CH:20]=[CH:19][CH:18]=3)[O:23][C:24]3[C:29]1=[CH:28][CH:27]=[C:26]1[S:31][C:32]([NH2:33])=[N:30][C:25]1=3)[CH2:12]2)[C:2]1[CH:7]=[CH:6][CH:5]=[CH:4][CH:3]=1. The catalyst class is: 15. (4) Reactant: [C:1]1([CH:7]2[CH2:11][CH2:10][CH2:9][NH:8]2)[CH:6]=[CH:5][CH:4]=[CH:3][CH:2]=1.Cl[C:13]1[NH:14][C:15](=[O:28])[C:16]2[N:21]([CH3:22])[N:20]=[C:19]([CH:23]3[CH2:27][CH2:26][CH2:25][CH2:24]3)[C:17]=2[N:18]=1. Product: [CH:23]1([C:19]2[C:17]3[N:18]=[C:13]([N:8]4[CH2:9][CH2:10][CH2:11][CH:7]4[C:1]4[CH:6]=[CH:5][CH:4]=[CH:3][CH:2]=4)[NH:14][C:15](=[O:28])[C:16]=3[N:21]([CH3:22])[N:20]=2)[CH2:24][CH2:25][CH2:26][CH2:27]1. The catalyst class is: 218. (5) Reactant: [CH:1]1([NH2:4])[CH2:3][CH2:2]1.C(N(CC)C(C)C)(C)C.[Cl:14][C:15]1[N:20]=[C:19](Cl)[C:18]([N+:22]([O-:24])=[O:23])=[CH:17][N:16]=1. Product: [Cl:14][C:15]1[N:20]=[C:19]([NH:4][CH:1]2[CH2:3][CH2:2]2)[C:18]([N+:22]([O-:24])=[O:23])=[CH:17][N:16]=1. The catalyst class is: 4. (6) Reactant: [C:1]([OH:7])([C:3]([F:6])([F:5])[F:4])=[O:2].C(OC([NH:15][CH2:16][C:17]1[CH:49]=[CH:48][C:47]([Cl:50])=[CH:46][C:18]=1[CH2:19][NH:20][C:21]([C@@H:23]1[CH2:27][CH2:26][CH2:25][N:24]1[C:28]([CH:30]1[C:38]2[C:33](=[CH:34][CH:35]=[CH:36][CH:37]=2)[N:32](C(OC(C)(C)C)=O)[CH2:31]1)=[O:29])=[O:22])=O)(C)(C)C. Product: [F:4][C:3]([F:6])([F:5])[C:1]([OH:7])=[O:2].[F:4][C:3]([F:6])([F:5])[C:1]([OH:7])=[O:2].[NH2:15][CH2:16][C:17]1[CH:49]=[CH:48][C:47]([Cl:50])=[CH:46][C:18]=1[CH2:19][NH:20][C:21]([C@@H:23]1[CH2:27][CH2:26][CH2:25][N:24]1[C:28]([CH:30]1[C:38]2[C:33](=[CH:34][CH:35]=[CH:36][CH:37]=2)[NH:32][CH2:31]1)=[O:29])=[O:22]. The catalyst class is: 2. (7) Reactant: [CH2:1]([O:8][NH:9][C:10]1[N:17]=[CH:16][CH:15]=[CH:14][C:11]=1[C:12]#[N:13])[C:2]1[CH:7]=[CH:6][CH:5]=[CH:4][CH:3]=1.Cl[C:19](=[O:26])[CH2:20][C:21]([O:23][CH2:24][CH3:25])=[O:22]. Product: [CH2:1]([O:8][N:9]([C:10]1[C:11]([C:12]#[N:13])=[CH:14][CH:15]=[CH:16][N:17]=1)[C:19](=[O:26])[CH2:20][C:21]([O:23][CH2:24][CH3:25])=[O:22])[C:2]1[CH:3]=[CH:4][CH:5]=[CH:6][CH:7]=1. The catalyst class is: 2. (8) Reactant: [C:1]([CH2:3][C:4](N)=O)#[N:2].F[B-](F)(F)F.C([O+](CC)CC)C.[NH2:19][C:20]1[C:21]([NH:29][C@H:30]2[CH2:35][CH2:34][C@H:33]([CH2:36][NH:37][C:38](=[O:44])[O:39][C:40]([CH3:43])([CH3:42])[CH3:41])[CH2:32][CH2:31]2)=[C:22]2[S:28][CH:27]=[CH:26][C:23]2=[N:24][CH:25]=1. Product: [C:1]([CH2:3][C:4]1[N:29]([C@H:30]2[CH2:31][CH2:32][C@H:33]([CH2:36][NH:37][C:38](=[O:44])[O:39][C:40]([CH3:41])([CH3:43])[CH3:42])[CH2:34][CH2:35]2)[C:21]2=[C:22]3[S:28][CH:27]=[CH:26][C:23]3=[N:24][CH:25]=[C:20]2[N:19]=1)#[N:2]. The catalyst class is: 219.